This data is from TCR-epitope binding with 47,182 pairs between 192 epitopes and 23,139 TCRs. The task is: Binary Classification. Given a T-cell receptor sequence (or CDR3 region) and an epitope sequence, predict whether binding occurs between them. (1) The epitope is RPPIFIRRL. The TCR CDR3 sequence is CASLPDSWWGEQFF. Result: 0 (the TCR does not bind to the epitope). (2) The epitope is GTHWFVTQR. The TCR CDR3 sequence is CANQDANTGELFF. Result: 0 (the TCR does not bind to the epitope).